Dataset: Reaction yield outcomes from USPTO patents with 853,638 reactions. Task: Predict the reaction yield, written as a fraction of the theoretical maximum amount of product (1.0 means a 100% yield; for example, 0.34 means a 34% yield). (1) The reactants are [H-].[Na+].C[CH:4]([CH2:8][CH3:9])[CH2:5][CH:6]=[O:7]. The catalyst is CCCCCC.COCC. The product is [CH3:4][CH:9]([CH2:5][CH3:6])[CH2:8][CH:4]=[CH:5][C:6]([O:7][CH2:9][CH3:8])=[O:7]. The yield is 0.610. (2) The reactants are [NH:1]1[C:5]2[CH:6]=[CH:7][C:8]([C:10](O)=[O:11])=[CH:9][C:4]=2[N:3]=[CH:2]1.C1COCC1.[H-].[Al+3].[Li+].[H-].[H-].[H-].C(OCC)(=O)C. The catalyst is O.CO. The product is [NH:1]1[C:5]2[CH:6]=[CH:7][C:8]([CH2:10][OH:11])=[CH:9][C:4]=2[N:3]=[CH:2]1. The yield is 0.260. (3) The product is [CH3:1][N:2]1[CH:6]2[CH2:7][CH2:8][CH2:9][CH:5]2[N:4]([C:14]2[N:15]=[N:16][C:17]([C:20]#[C:21][C:22]3[CH:23]=[CH:24][CH:25]=[CH:26][CH:27]=3)=[CH:18][CH:19]=2)[C:3]1=[O:10]. The catalyst is CN(C=O)C. The yield is 0.480. The reactants are [CH3:1][N:2]1[CH:6]2[CH2:7][CH2:8][CH2:9][CH:5]2[NH:4][C:3]1=[O:10].[H-].[Na+].Cl[C:14]1[N:15]=[N:16][C:17]([C:20]#[C:21][C:22]2[CH:27]=[CH:26][CH:25]=[CH:24][CH:23]=2)=[CH:18][CH:19]=1. (4) The yield is 0.440. The product is [Cl:23][C:50]1[CH:49]=[C:48]([C:28]2[CH2:27][CH2:26][C:57](=[O:58])[NH:56][N:29]=2)[CH:53]=[CH:52][C:51]=1[O:54][CH2:8][C:9]([NH:10][CH2:11][CH2:12][C:14]1[CH:15]=[CH:16][C:17]([OH:20])=[CH:18][CH:19]=1)=[O:44]. The reactants are C(OC(=O)N[CH2:8][CH2:9][NH:10][C:11](=O)[CH:12]([C:14]1[CH:19]=[CH:18][C:17]([OH:20])=[CH:16][CH:15]=1)C)(C)(C)C.[ClH:23].CN(C)[CH2:26][CH2:27][CH2:28][N:29]=C=NCC.N1C2C(=NC=CC=2)N([OH:44])N=1.NCC[C:48]1[CH:53]=[CH:52][C:51]([OH:54])=[CH:50][CH:49]=1.C[N:56](C)[CH:57]=[O:58]. The catalyst is O.